Predict the product of the given reaction. From a dataset of Forward reaction prediction with 1.9M reactions from USPTO patents (1976-2016). (1) Given the reactants [CH3:1][N:2]([C:8]1[CH:17]=[CH:16][C:15]2[C:10](=[C:11]([CH2:18][CH2:19][NH:20][C:21](=[O:29])[CH2:22][C:23]3[CH:28]=[CH:27][CH:26]=[CH:25][CH:24]=3)[CH:12]=[CH:13][CH:14]=2)[CH:9]=1)[CH2:3][CH2:4][C:5](Cl)=[O:6].[Cl-].[Al+3].[Cl-].[Cl-].Cl, predict the reaction product. The product is: [CH3:1][N:2]1[C:8]2[CH:17]=[CH:16][C:15]3[CH:14]=[CH:13][CH:12]=[C:11]([CH2:18][CH2:19][NH:20][C:21](=[O:29])[CH2:22][C:23]4[CH:28]=[CH:27][CH:26]=[CH:25][CH:24]=4)[C:10]=3[C:9]=2[C:5](=[O:6])[CH2:4][CH2:3]1. (2) Given the reactants [Cl:1][CH:2]([CH3:6])[C:3](O)=[O:4].[F:7][C:8]([F:21])([F:20])[O:9][C:10]1[CH:11]=[C:12]([NH:16][CH2:17][CH2:18][NH2:19])[CH:13]=[CH:14][CH:15]=1.C1(N=C=NC2CCCCC2)CCCCC1, predict the reaction product. The product is: [Cl:1][CH:2]([CH3:6])[C:3]([NH:19][CH2:18][CH2:17][NH:16][C:12]1[CH:13]=[CH:14][CH:15]=[C:10]([O:9][C:8]([F:7])([F:20])[F:21])[CH:11]=1)=[O:4]. (3) Given the reactants [Cl:1][C:2]1[C:7]([Cl:8])=[CH:6][CH:5]=[CH:4][C:3]=1[C:9]1([OH:15])[CH2:14][CH2:13][NH:12][CH2:11][CH2:10]1.C(=O)([O-])[O-].[K+].[K+].I[CH2:23][CH2:24][CH3:25].Cl, predict the reaction product. The product is: [Cl:1][C:2]1[C:7]([Cl:8])=[CH:6][CH:5]=[CH:4][C:3]=1[C:9]1([OH:15])[CH2:14][CH2:13][N:12]([CH2:23][CH2:24][CH3:25])[CH2:11][CH2:10]1. (4) Given the reactants [Br:1][C:2]1[N:7]=[CH:6][C:5]2[CH:8]=[CH:9][NH:10][C:4]=2[CH:3]=1.[OH-].[K+].[I:13]I, predict the reaction product. The product is: [Br:1][C:2]1[N:7]=[CH:6][C:5]2[C:8]([I:13])=[CH:9][NH:10][C:4]=2[CH:3]=1.